From a dataset of Forward reaction prediction with 1.9M reactions from USPTO patents (1976-2016). Predict the product of the given reaction. (1) Given the reactants [CH3:1][C@H:2]1[CH2:7][NH:6][CH2:5][C@@H:4]([CH3:8])[NH:3]1.[C:9]([C:13]1[CH:18]=[CH:17][C:16](Br)=[CH:15][CH:14]=1)([CH3:12])([CH3:11])[CH3:10].C1C=CC(P(C2C(C3C(P(C4C=CC=CC=4)C4C=CC=CC=4)=CC=C4C=3C=CC=C4)=C3C(C=CC=C3)=CC=2)C2C=CC=CC=2)=CC=1, predict the reaction product. The product is: [C:9]([C:13]1[CH:18]=[CH:17][C:16]([N:6]2[CH2:5][C@H:4]([CH3:8])[NH:3][C@H:2]([CH3:1])[CH2:7]2)=[CH:15][CH:14]=1)([CH3:12])([CH3:11])[CH3:10]. (2) Given the reactants [I:1][C:2]1[C:10]2[C:5](=[N:6][CH:7]=[N:8][C:9]=2[NH2:11])[NH:4][N:3]=1.[H-].[Na+].[H][H].Cl[CH2:17][O:18][CH2:19][CH2:20][Si:21]([CH3:24])([CH3:23])[CH3:22], predict the reaction product. The product is: [I:1][C:2]1[C:10]2[C:5](=[N:6][CH:7]=[N:8][C:9]=2[NH2:11])[N:4]([CH2:17][O:18][CH2:19][CH2:20][Si:21]([CH3:24])([CH3:23])[CH3:22])[N:3]=1. (3) The product is: [ClH:16].[CH2:1]([O:8][CH2:9][CH:10]([NH2:13])[CH:11]=[CH2:12])[C:2]1[CH:7]=[CH:6][CH:5]=[CH:4][CH:3]=1. Given the reactants [CH2:1]([O:8][CH2:9][CH:10]([NH:13]C(=O)C(Cl)(Cl)[Cl:16])[CH:11]=[CH2:12])[C:2]1[CH:7]=[CH:6][CH:5]=[CH:4][CH:3]=1.[OH-].[Na+], predict the reaction product. (4) Given the reactants [S:1](=[O:31])(=[O:30])([O:3][CH2:4][C@@H:5]1[C@@H:9]([OH:10])[CH2:8][C@H:7]([N:11]2[C:15]3[N:16]=[CH:17][N:18]=[C:19]([CH2:20][CH2:21][C:22]4[CH:27]=[CH:26][CH:25]=[CH:24][CH:23]=4)[C:14]=3[C:13]([C:28]#[CH:29])=[CH:12]2)[O:6]1)[NH2:2].O, predict the reaction product. The product is: [S:1](=[O:30])(=[O:31])([O:3][CH2:4][C@@H:5]1[C@@H:9]([OH:10])[CH2:8][C@H:7]([N:11]2[C:15]3[N:16]=[CH:17][N:18]=[C:19]([CH2:20][CH2:21][C:22]4[CH:27]=[CH:26][CH:25]=[CH:24][CH:23]=4)[C:14]=3[C:13]([CH2:28][CH3:29])=[CH:12]2)[O:6]1)[NH2:2].